This data is from Catalyst prediction with 721,799 reactions and 888 catalyst types from USPTO. The task is: Predict which catalyst facilitates the given reaction. (1) Reactant: [CH2:1]1[S:5][C@@H:4]([CH2:6][CH2:7][CH2:8][CH2:9][C:10]([O:12]C2C([N+]([O-])=O)=CC=CC=2)=O)[C@H:3]2[NH:22][C:23]([NH:25][C@@H:2]12)=[O:24].[CH3:26][O:27][CH:28]([O:31][CH3:32])[CH2:29][NH2:30].CCN(CC)CC. Product: [CH3:26][O:27][CH:28]([O:31][CH3:32])[CH2:29][NH:30][C:10](=[O:12])[CH2:9][CH2:8][CH2:7][CH2:6][C@H:4]1[C@@H:3]2[C@@H:2]([NH:25][C:23]([NH:22]2)=[O:24])[CH2:1][S:5]1. The catalyst class is: 23. (2) Reactant: [C:1]([C:5]1[CH:9]=[C:8]([NH:10][C:11]([NH:13][C:14]2[C:23]3[C:18](=[CH:19][CH:20]=[CH:21][CH:22]=3)[CH:17]=[CH:16][CH:15]=2)=[O:12])[N:7]([C:24]2[CH:29]=[CH:28][C:27]([CH2:30][CH2:31][C:32]([O:34]CC)=[O:33])=[CH:26][CH:25]=2)[N:6]=1)([CH3:4])([CH3:3])[CH3:2].C1(N=C=O)C2C(=CC=CC=2)C=CC=1. Product: [C:1]([C:5]1[CH:9]=[C:8]([NH:10][C:11]([NH:13][C:14]2[C:23]3[C:18](=[CH:19][CH:20]=[CH:21][CH:22]=3)[CH:17]=[CH:16][CH:15]=2)=[O:12])[N:7]([C:24]2[CH:25]=[CH:26][C:27]([CH2:30][CH2:31][C:32]([OH:34])=[O:33])=[CH:28][CH:29]=2)[N:6]=1)([CH3:4])([CH3:2])[CH3:3]. The catalyst class is: 2. (3) Reactant: [CH3:1]O.S(Cl)([Cl:5])=O.[NH2:7][C@@H:8]([C:16]([OH:18])=[O:17])[CH2:9][C:10]1[CH:15]=[CH:14][CH:13]=[CH:12][CH:11]=1. Product: [ClH:5].[CH3:1][O:17][C:16](=[O:18])[C@@H:8]([CH2:9][C:10]1[CH:15]=[CH:14][CH:13]=[CH:12][CH:11]=1)[NH2:7]. The catalyst class is: 11.